From a dataset of Forward reaction prediction with 1.9M reactions from USPTO patents (1976-2016). Predict the product of the given reaction. Given the reactants [P:1]([O:33]CC1C=CC=CC=1)([O:25]CC1C=CC=CC=1)([O:3][CH2:4][C@@H:5]1[C@@H:12]2[C@@H:8]([O:9]C(C)(C)[O:11]2)[C@H:7]([N:15]2[CH:20]=[CH:19][N:18]=[C:17]([C:21]([NH2:23])=[O:22])[C:16]2=[O:24])[O:6]1)=[O:2], predict the reaction product. The product is: [P:1]([OH:33])([OH:25])([O:3][CH2:4][C@@H:5]1[C@@H:12]([OH:11])[C@@H:8]([OH:9])[C@H:7]([N:15]2[CH:20]=[CH:19][N:18]=[C:17]([C:21]([NH2:23])=[O:22])[C:16]2=[O:24])[O:6]1)=[O:2].